Dataset: Full USPTO retrosynthesis dataset with 1.9M reactions from patents (1976-2016). Task: Predict the reactants needed to synthesize the given product. Given the product [Si:24]([O:23][CH2:22][CH2:21][CH2:20][N:7]1[C:8](=[O:16])[C:9]2[N:10]([CH2:11][CH2:12][CH:13]([CH3:15])[CH3:14])[CH:2]=[N:3][C:4]=2[N:5]([CH3:18])[C:6]1=[O:17])([C:27]([CH3:28])([CH3:29])[CH3:30])([CH3:26])[CH3:25], predict the reactants needed to synthesize it. The reactants are: Br[C:2]1[N:10]([CH2:11][CH2:12][CH:13]([CH3:15])[CH3:14])[C:9]2[C:8](=[O:16])[NH:7][C:6](=[O:17])[N:5]([CH3:18])[C:4]=2[N:3]=1.Br[CH2:20][CH2:21][CH2:22][O:23][Si:24]([C:27]([CH3:30])([CH3:29])[CH3:28])([CH3:26])[CH3:25].C(=O)([O-])[O-].[K+].[K+].